From a dataset of NCI-60 drug combinations with 297,098 pairs across 59 cell lines. Regression. Given two drug SMILES strings and cell line genomic features, predict the synergy score measuring deviation from expected non-interaction effect. (1) Drug 1: CC1CCCC2(C(O2)CC(NC(=O)CC(C(C(=O)C(C1O)C)(C)C)O)C(=CC3=CSC(=N3)C)C)C. Drug 2: N.N.Cl[Pt+2]Cl. Cell line: NCI-H460. Synergy scores: CSS=84.0, Synergy_ZIP=0.559, Synergy_Bliss=0.112, Synergy_Loewe=0.882, Synergy_HSA=3.19. (2) Drug 1: C1=CC(=CC=C1C#N)C(C2=CC=C(C=C2)C#N)N3C=NC=N3. Drug 2: CC(C)NC(=O)C1=CC=C(C=C1)CNNC.Cl. Cell line: HCC-2998. Synergy scores: CSS=14.6, Synergy_ZIP=3.61, Synergy_Bliss=5.39, Synergy_Loewe=-4.59, Synergy_HSA=1.36. (3) Drug 1: CN(C)N=NC1=C(NC=N1)C(=O)N. Drug 2: CC1C(C(CC(O1)OC2CC(CC3=C2C(=C4C(=C3O)C(=O)C5=C(C4=O)C(=CC=C5)OC)O)(C(=O)CO)O)N)O.Cl. Cell line: SK-MEL-28. Synergy scores: CSS=49.4, Synergy_ZIP=1.86, Synergy_Bliss=3.33, Synergy_Loewe=-30.4, Synergy_HSA=3.72. (4) Drug 1: C1CC(=O)NC(=O)C1N2CC3=C(C2=O)C=CC=C3N. Drug 2: CCC1(C2=C(COC1=O)C(=O)N3CC4=CC5=C(C=CC(=C5CN(C)C)O)N=C4C3=C2)O.Cl. Cell line: CCRF-CEM. Synergy scores: CSS=69.8, Synergy_ZIP=-5.46, Synergy_Bliss=-3.89, Synergy_Loewe=-48.7, Synergy_HSA=0.896. (5) Drug 1: CC(C1=C(C=CC(=C1Cl)F)Cl)OC2=C(N=CC(=C2)C3=CN(N=C3)C4CCNCC4)N. Drug 2: CC1=C(C=C(C=C1)NC(=O)C2=CC=C(C=C2)CN3CCN(CC3)C)NC4=NC=CC(=N4)C5=CN=CC=C5. Cell line: OVCAR-8. Synergy scores: CSS=9.58, Synergy_ZIP=1.76, Synergy_Bliss=0.562, Synergy_Loewe=-2.50, Synergy_HSA=-1.22. (6) Drug 1: C1=CC(=CC=C1CCCC(=O)O)N(CCCl)CCCl. Drug 2: CS(=O)(=O)CCNCC1=CC=C(O1)C2=CC3=C(C=C2)N=CN=C3NC4=CC(=C(C=C4)OCC5=CC(=CC=C5)F)Cl. Cell line: DU-145. Synergy scores: CSS=48.6, Synergy_ZIP=1.36, Synergy_Bliss=1.23, Synergy_Loewe=-0.814, Synergy_HSA=-0.372. (7) Drug 1: CC1OCC2C(O1)C(C(C(O2)OC3C4COC(=O)C4C(C5=CC6=C(C=C35)OCO6)C7=CC(=C(C(=C7)OC)O)OC)O)O. Drug 2: COC1=NC(=NC2=C1N=CN2C3C(C(C(O3)CO)O)O)N. Cell line: HS 578T. Synergy scores: CSS=9.65, Synergy_ZIP=1.55, Synergy_Bliss=2.26, Synergy_Loewe=-13.8, Synergy_HSA=-2.44.